Dataset: Forward reaction prediction with 1.9M reactions from USPTO patents (1976-2016). Task: Predict the product of the given reaction. (1) Given the reactants Cl[C:2]1[C:3](=[O:17])[N:4]([C:9]2[CH:14]=[CH:13][C:12]([Cl:15])=[C:11]([Cl:16])[CH:10]=2)[C:5](=[O:8])[C:6]=1[Cl:7].[CH3:18][N:19]1[CH2:24][CH2:23][NH:22][CH2:21][CH2:20]1, predict the reaction product. The product is: [Cl:7][C:6]1[C:5](=[O:8])[N:4]([C:9]2[CH:14]=[CH:13][C:12]([Cl:15])=[C:11]([Cl:16])[CH:10]=2)[C:3](=[O:17])[C:2]=1[N:22]1[CH2:23][CH2:24][N:19]([CH3:18])[CH2:20][CH2:21]1. (2) Given the reactants [OH:1][C:2]1[CH:3]=[C:4]2[C:9](=[C:10]3[CH:15]4[CH2:16][CH:12]([CH2:13][CH2:14]4)[C:11]=13)[O:8][C:7]([CH2:18][CH2:19][C:20]([OH:22])=[O:21])([CH3:17])[CH2:6][CH2:5]2.[OH-].[Na+].[CH2:25](Br)[CH:26]=[C:27]([CH3:29])[CH3:28].Cl, predict the reaction product. The product is: [OH:1][C:2]1[C:3]([CH2:25][CH:26]=[C:27]([CH3:29])[CH3:28])=[C:4]2[C:9](=[C:10]3[CH:15]4[CH2:16][CH:12]([CH2:13][CH2:14]4)[C:11]=13)[O:8][C:7]([CH2:18][CH2:19][C:20]([OH:22])=[O:21])([CH3:17])[CH2:6][CH2:5]2. (3) Given the reactants [NH2:1][C:2]1[N:10]=[C:9]2[C:5]([N:6]([CH2:18][O:19][CH2:20][CH2:21][Si:22]([CH3:25])([CH3:24])[CH3:23])[C:7](=[O:17])[N:8]2[CH:11]2[CH2:16][CH2:15][O:14][CH2:13][CH2:12]2)=[CH:4][N:3]=1.[Cl:26][C:27]1[N:32]=[N:31][C:30]([O:33][CH3:34])=[C:29](I)[CH:28]=1.C(=O)([O-])[O-].[Cs+].[Cs+].CC1(C)C2C=CC=C(P(C3C=CC=CC=3)C3C=CC=CC=3)C=2OC2C1=CC=CC=2P(C1C=CC=CC=1)C1C=CC=CC=1, predict the reaction product. The product is: [Cl:26][C:27]1[N:32]=[N:31][C:30]([O:33][CH3:34])=[C:29]([NH:1][C:2]2[N:10]=[C:9]3[C:5]([N:6]([CH2:18][O:19][CH2:20][CH2:21][Si:22]([CH3:25])([CH3:24])[CH3:23])[C:7](=[O:17])[N:8]3[CH:11]3[CH2:12][CH2:13][O:14][CH2:15][CH2:16]3)=[CH:4][N:3]=2)[CH:28]=1. (4) Given the reactants N[C:2]1[CH:11]=[CH:10][CH:9]=[C:8]2[C:3]=1[CH:4]=[CH:5][N:6]=[CH:7]2.[CH3:12][C:13]1[CH:14]=[C:15]2[C:20](=[CH:21][CH:22]=1)[O:19][CH2:18][CH2:17][CH:16]2[NH2:23].FC(F)(F)C1C=C2C([CH:30]([NH2:36])CCO2)=CC=1.[OH2:39], predict the reaction product. The product is: [CH3:12][C:13]1[CH:14]=[C:15]2[C:20](=[CH:21][CH:22]=1)[O:19][CH2:18][CH2:17][CH:16]2[NH:23][C:30]([NH:36][C:9]1[CH:10]=[CH:11][CH:2]=[C:7]2[C:8]=1[CH:3]=[CH:4][CH:5]=[N:6]2)=[O:39]. (5) Given the reactants Br[C:2]1[C:7](=[O:8])[N:6]([CH2:9][C:10]2[CH:15]=[CH:14][C:13]([C:16]3[C:17]([C:22]#[N:23])=[CH:18][CH:19]=[CH:20][CH:21]=3)=[CH:12][CH:11]=2)[C:5]([CH2:24][CH2:25][CH3:26])=[N:4][C:3]=1[CH3:27].[C:28]1([OH:34])[CH:33]=[CH:32][CH:31]=[CH:30][CH:29]=1.[OH-].[K+].CS(C)=O, predict the reaction product. The product is: [CH3:27][C:3]1[N:4]=[C:5]([CH2:24][CH2:25][CH3:26])[N:6]([CH2:9][C:10]2[CH:15]=[CH:14][C:13]([C:16]3[C:17]([C:22]#[N:23])=[CH:18][CH:19]=[CH:20][CH:21]=3)=[CH:12][CH:11]=2)[C:7](=[O:8])[C:2]=1[O:34][C:28]1[CH:33]=[CH:32][CH:31]=[CH:30][CH:29]=1. (6) The product is: [Cl:20][C:21]1[CH:22]=[C:23]([CH:28]=[CH:29][C:30]=1[S:31]([N:6]([CH2:5][C:4]1[CH:12]=[CH:13][C:14]([O:16][CH3:17])=[CH:15][C:3]=1[O:2][CH3:1])[C:7]1[S:8][CH:9]=[CH:10][N:11]=1)(=[O:33])=[O:32])[C:24]([OH:26])=[O:25]. Given the reactants [CH3:1][O:2][C:3]1[CH:15]=[C:14]([O:16][CH3:17])[CH:13]=[CH:12][C:4]=1[CH2:5][NH:6][C:7]1[S:8][CH:9]=[CH:10][N:11]=1.[H-].[Na+].[Cl:20][C:21]1[CH:22]=[C:23]([CH:28]=[CH:29][C:30]=1[S:31](Cl)(=[O:33])=[O:32])[C:24]([O:26]C)=[O:25].O, predict the reaction product. (7) Given the reactants [Cl:1][C:2]1[CH:7]=[CH:6][C:5]([S:8][C:9]2[C:10]([C:20]3[CH:29]=[CH:28][C:23]([C:24]([NH:26][NH2:27])=[O:25])=[CH:22][CH:21]=3)=[N:11][N:12]([C:14]3[CH:19]=[CH:18][CH:17]=[CH:16][CH:15]=3)[CH:13]=2)=[CH:4][CH:3]=1.[CH2:30](N(CC)CC)C.Cl.C(=N)OCC.C(#N)C, predict the reaction product. The product is: [Cl:1][C:2]1[CH:7]=[CH:6][C:5]([S:8][C:9]2[C:10]([C:20]3[CH:21]=[CH:22][C:23]([C:24]4[O:25][CH:30]=[N:27][N:26]=4)=[CH:28][CH:29]=3)=[N:11][N:12]([C:14]3[CH:15]=[CH:16][CH:17]=[CH:18][CH:19]=3)[CH:13]=2)=[CH:4][CH:3]=1. (8) The product is: [CH2:1]([O:3][C:4]([C:6]1[C:7]([CH3:26])=[C:8]([C:19]([O:21][C:22]([CH3:25])([CH3:24])[CH3:23])=[O:20])[NH:9][C:10]=1[CH2:11][CH2:12][CH2:13][NH:27][CH2:28][C@H:29]([OH:37])[CH2:30][N:31]1[CH2:32][CH2:33][O:34][CH2:35][CH2:36]1)=[O:5])[CH3:2]. Given the reactants [CH2:1]([O:3][C:4]([C:6]1[C:7]([CH3:26])=[C:8]([C:19]([O:21][C:22]([CH3:25])([CH3:24])[CH3:23])=[O:20])[NH:9][C:10]=1[CH2:11][CH2:12][CH2:13]OS(C)(=O)=O)=[O:5])[CH3:2].[NH2:27][CH2:28][C@H:29]([OH:37])[CH2:30][N:31]1[CH2:36][CH2:35][O:34][CH2:33][CH2:32]1, predict the reaction product.